From a dataset of Forward reaction prediction with 1.9M reactions from USPTO patents (1976-2016). Predict the product of the given reaction. (1) Given the reactants [C:1](OC)(OC)(OC)[CH3:2].[NH2:9][C:10]1[C:11]([O:32][C:33]2[CH:38]=[CH:37][CH:36]=[CH:35][CH:34]=2)=[N:12][C:13]([CH3:31])=[C:14]([CH3:30])[C:15]=1[NH:16][CH2:17][CH2:18][O:19][CH2:20][CH2:21][NH:22][C:23](=[O:29])[O:24][C:25]([CH3:28])([CH3:27])[CH3:26].Cl.N1C=CC=CC=1, predict the reaction product. The product is: [CH3:1][C:2]1[N:16]([CH2:17][CH2:18][O:19][CH2:20][CH2:21][NH:22][C:23](=[O:29])[O:24][C:25]([CH3:26])([CH3:27])[CH3:28])[C:15]2[C:14]([CH3:30])=[C:13]([CH3:31])[N:12]=[C:11]([O:32][C:33]3[CH:34]=[CH:35][CH:36]=[CH:37][CH:38]=3)[C:10]=2[N:9]=1. (2) The product is: [CH2:43]([N:41]1[C:40](=[O:45])[CH:39]=[CH:38][C:37]([C:16]2[CH:15]=[CH:14][C:13]([C@@H:11]([N:7]3[CH2:6][CH2:5][C@:4]([CH2:3][C:2]([OH:1])([CH3:34])[CH3:35])([C:28]4[CH:33]=[CH:32][CH:31]=[CH:30][CH:29]=4)[O:9][C:8]3=[O:10])[CH3:12])=[CH:18][CH:17]=2)=[CH:42]1)[CH3:44]. Given the reactants [OH:1][C:2]([CH3:35])([CH3:34])[CH2:3][C@@:4]1([C:28]2[CH:33]=[CH:32][CH:31]=[CH:30][CH:29]=2)[O:9][C:8](=[O:10])[N:7]([C@H:11]([C:13]2[CH:18]=[CH:17][C:16](B3OC(C)(C)C(C)(C)O3)=[CH:15][CH:14]=2)[CH3:12])[CH2:6][CH2:5]1.Br[C:37]1[CH:38]=[CH:39][C:40](=[O:45])[N:41]([CH2:43][CH3:44])[CH:42]=1, predict the reaction product. (3) Given the reactants Br[C:2]1[CH:7]=[CH:6][C:5]([C:8]2[NH:12][C:11]3[CH:13]=[C:14]([S:17]([CH3:20])(=[O:19])=[O:18])[CH:15]=[CH:16][C:10]=3[N:9]=2)=[CH:4][CH:3]=1.[CH3:21][C:22]1[CH:23]=[C:24](B(O)O)[CH:25]=[CH:26][CH:27]=1, predict the reaction product. The product is: [CH3:21][C:22]1[CH:27]=[C:26]([C:2]2[CH:7]=[CH:6][C:5]([C:8]3[NH:12][C:11]4[CH:13]=[C:14]([S:17]([CH3:20])(=[O:19])=[O:18])[CH:15]=[CH:16][C:10]=4[N:9]=3)=[CH:4][CH:3]=2)[CH:25]=[CH:24][CH:23]=1. (4) Given the reactants [CH:1]1[C:2]([CH2:10][C@@H:11]([NH2:28])[CH2:12][C:13]([N:15]2[CH2:27][C:19]3=[N:20][N:21]=[C:22]([C:23]([F:26])([F:25])[F:24])[N:18]3[CH2:17][CH2:16]2)=[O:14])=[C:3]([F:9])[CH:4]=[C:5]([F:8])[C:6]=1[F:7].C([O-])(=O)C(C)O, predict the reaction product. The product is: [CH:1]1[C:2]([CH2:10][C@@H:11]([NH2:28])[CH2:12][C:13]([N:15]2[CH2:27][C:19]3=[N:20][N:21]=[C:22]([C:23]([F:26])([F:25])[F:24])[N:18]3[CH2:17][CH2:16]2)=[O:14])=[C:3]([F:9])[CH:4]=[C:5]([F:8])[C:6]=1[F:7].